This data is from Forward reaction prediction with 1.9M reactions from USPTO patents (1976-2016). The task is: Predict the product of the given reaction. Given the reactants [C:1]1([B-:7]([C:20]2[CH:25]=[CH:24][CH:23]=[CH:22][CH:21]=2)([C:14]2[CH:19]=[CH:18][CH:17]=[CH:16][CH:15]=2)[C:8]2[CH:13]=[CH:12][CH:11]=[CH:10][CH:9]=2)[CH:6]=[CH:5][CH:4]=[CH:3][CH:2]=1.[Na+].O.S(O)(O)(=O)=O.[C:33]([P:37]([C:42]([CH3:45])([CH3:44])[CH3:43])[C:38]([CH3:41])([CH3:40])[CH3:39])([CH3:36])([CH3:35])[CH3:34], predict the reaction product. The product is: [C:20]1([B-:7]([C:1]2[CH:2]=[CH:3][CH:4]=[CH:5][CH:6]=2)([C:8]2[CH:9]=[CH:10][CH:11]=[CH:12][CH:13]=2)[C:14]2[CH:19]=[CH:18][CH:17]=[CH:16][CH:15]=2)[CH:21]=[CH:22][CH:23]=[CH:24][CH:25]=1.[C:42]([PH+:37]([C:33]([CH3:36])([CH3:35])[CH3:34])[C:38]([CH3:41])([CH3:40])[CH3:39])([CH3:43])([CH3:44])[CH3:45].